This data is from Reaction yield outcomes from USPTO patents with 853,638 reactions. The task is: Predict the reaction yield, written as a fraction of the theoretical maximum amount of product (1.0 means a 100% yield; for example, 0.34 means a 34% yield). (1) The reactants are [C:1]([C:5]1[CH:10]=[C:9]([C:11]2[N:12]=[C:13]([CH2:16][N:17]([CH3:27])C3C=CC(N(C)C)=CC=3)[S:14][CH:15]=2)[CH:8]=[C:7]([C:28]([CH3:31])([CH3:30])[CH3:29])[C:6]=1[OH:32])([CH3:4])([CH3:3])[CH3:2].[N+:33]([C:36]1[CH:43]=[CH:42][C:39](C=O)=[CH:38][CH:37]=1)([O-:35])=[O:34].CO.[BH4-].[Na+]. The catalyst is O. The product is [C:1]([C:5]1[CH:10]=[C:9]([C:11]2[N:12]=[C:13]([CH2:16][NH:17][CH2:27][C:39]3[CH:42]=[CH:43][C:36]([N+:33]([O-:35])=[O:34])=[CH:37][CH:38]=3)[S:14][CH:15]=2)[CH:8]=[C:7]([C:28]([CH3:31])([CH3:30])[CH3:29])[C:6]=1[OH:32])([CH3:3])([CH3:4])[CH3:2]. The yield is 0.550. (2) The reactants are [Br:1][C:2]1[CH:9]=[C:8]([F:10])[C:5]([C:6]#[N:7])=[C:4](F)[CH:3]=1.CCN(C(C)C)C(C)C.[O:21]1[CH2:26][CH2:25][CH:24]([NH2:27])[CH2:23][CH2:22]1.O. The catalyst is CS(C)=O. The product is [Br:1][C:2]1[CH:3]=[C:4]([NH:27][CH:24]2[CH2:25][CH2:26][O:21][CH2:22][CH2:23]2)[C:5]([C:6]#[N:7])=[C:8]([F:10])[CH:9]=1. The yield is 0.842.